From a dataset of Full USPTO retrosynthesis dataset with 1.9M reactions from patents (1976-2016). Predict the reactants needed to synthesize the given product. (1) Given the product [CH2:1]([O:3][C:4]([C:6]1([C:9]2[CH:10]=[CH:11][C:12]([C:15]3[CH:16]=[CH:17][C:18]([C:21]4[S:22][C:23]([Cl:29])=[CH:24][C:25]=4[NH:40][C:45]([O:39][C@@H:37]([C:33]4[CH:34]=[CH:35][CH:36]=[C:31]([F:30])[CH:32]=4)[CH3:38])=[O:49])=[CH:19][CH:20]=3)=[CH:13][CH:14]=2)[CH2:8][CH2:7]1)=[O:5])[CH3:2], predict the reactants needed to synthesize it. The reactants are: [CH2:1]([O:3][C:4]([C:6]1([C:9]2[CH:14]=[CH:13][C:12]([C:15]3[CH:20]=[CH:19][C:18]([C:21]4[S:22][C:23]([Cl:29])=[CH:24][C:25]=4C(=O)N)=[CH:17][CH:16]=3)=[CH:11][CH:10]=2)[CH2:8][CH2:7]1)=[O:5])[CH3:2].[F:30][C:31]1[CH:32]=[C:33]([C@H:37]([OH:39])[CH3:38])[CH:34]=[CH:35][CH:36]=1.[N:40]1[CH:45]=CC=CC=1.FC(F)(F)C(OI(C1C=CC=CC=1)OC(=O)C(F)(F)F)=[O:49]. (2) Given the product [CH2:27]([N:13]([CH2:11][CH3:12])[CH2:14][CH2:15][N:16]1[CH2:21][CH2:20][S:19][C:18]2[CH:22]=[C:23]([NH:26][C:7]([C:3]3[S:2][CH:6]=[CH:5][CH:4]=3)=[NH:8])[CH:24]=[CH:25][C:17]1=2)[CH3:28], predict the reactants needed to synthesize it. The reactants are: I.[S:2]1[CH:6]=[CH:5][CH:4]=[C:3]1[C:7](SC)=[NH:8].[CH2:11]([N:13]([CH2:27][CH3:28])[CH2:14][CH2:15][N:16]1[CH2:21][CH2:20][S:19][C:18]2[CH:22]=[C:23]([NH2:26])[CH:24]=[CH:25][C:17]1=2)[CH3:12]. (3) Given the product [NH2:29][C:6]1[CH:7]=[C:8]([CH2:15][N:16]2[CH2:20][CH2:19][C@@H:18]([NH:21][C:22]([O:24][C:25]([CH3:26])([CH3:27])[CH3:28])=[O:23])[CH2:17]2)[C:9]([C:11]([F:14])([F:12])[F:13])=[CH:10][C:5]=1[C:4]([OH:30])=[O:3], predict the reactants needed to synthesize it. The reactants are: C([O:3][C:4](=[O:30])[C:5]1[CH:10]=[C:9]([C:11]([F:14])([F:13])[F:12])[C:8]([CH2:15][N:16]2[CH2:20][CH2:19][C@@H:18]([NH:21][C:22]([O:24][C:25]([CH3:28])([CH3:27])[CH3:26])=[O:23])[CH2:17]2)=[CH:7][C:6]=1[NH2:29])C.NC1C(Cl)=C(C=O)C(C(F)(F)F)=CC=1C(O)=O. (4) Given the product [Cl:67][C:61]1[CH:62]=[CH:63][C:64]([F:66])=[CH:65][C:60]=1[C:59]([N:56]1[CH2:55][CH2:54][N:53]([C:51](=[O:52])[CH2:50][NH:49][C:45]([C:43]2[N:44]=[C:39]3[CH:38]=[CH:37][C:36]([N:31]4[CH:35]=[CH:34][CH:33]=[N:32]4)=[CH:41][N:40]3[CH:42]=2)=[O:47])[CH2:58][CH2:57]1)=[O:68], predict the reactants needed to synthesize it. The reactants are: CCN(C(C)C)C(C)C.C1C=CC2N(O)N=NC=2C=1.CCN=C=NCCCN(C)C.[N:31]1([C:36]2[CH:37]=[CH:38][C:39]3[N:40]([CH:42]=[C:43]([C:45]([OH:47])=O)[N:44]=3)[CH:41]=2)[CH:35]=[CH:34][CH:33]=[N:32]1.Cl.[NH2:49][CH2:50][C:51]([N:53]1[CH2:58][CH2:57][N:56]([C:59](=[O:68])[C:60]2[CH:65]=[C:64]([F:66])[CH:63]=[CH:62][C:61]=2[Cl:67])[CH2:55][CH2:54]1)=[O:52].ClC1C=CC(F)=CC=1C(O)=O. (5) Given the product [CH2:18]([N:20]1[CH2:21][CH:22]=[C:23]([C:7]2[C:6]3[C:10](=[CH:11][CH:12]=[C:4]([N+:1]([O-:3])=[O:2])[CH:5]=3)[NH:9][CH:8]=2)[CH2:24][CH2:25]1)[CH3:19], predict the reactants needed to synthesize it. The reactants are: [N+:1]([C:4]1[CH:5]=[C:6]2[C:10](=[CH:11][CH:12]=1)[NH:9][CH:8]=[CH:7]2)([O-:3])=[O:2].N1CCCC1.[CH2:18]([N:20]1[CH2:25][CH2:24][C:23](=O)[CH2:22][CH2:21]1)[CH3:19]. (6) Given the product [NH:13]1[C:6]2[C:7](=[CH:10][C:3]([C:1]#[N:2])=[CH:4][CH:5]=2)[CH:8]=[N:14]1, predict the reactants needed to synthesize it. The reactants are: [C:1]([C:3]1[CH:4]=[C:5](F)[CH:6]=[C:7]([CH:10]=1)[CH:8]=O)#[N:2].O.[NH2:13][NH2:14]. (7) Given the product [CH2:14]([O:16][C:17]([C:19]1[N:20]([C:55]2[CH:56]=[CH:57][C:52]([O:51][CH:48]([CH3:50])[CH3:49])=[CH:53][CH:54]=2)[C:21]2[C:26]([C:27]=1[C:28]1[CH:33]=[CH:32][C:31]([O:34][CH:35]([CH3:36])[CH3:37])=[CH:30][CH:29]=1)=[CH:25][C:24]([C:38]1[CH:43]=[CH:42][C:41]([C:44]([CH3:47])([CH3:46])[CH3:45])=[CH:40][CH:39]=1)=[CH:23][CH:22]=2)=[O:18])[CH3:15], predict the reactants needed to synthesize it. The reactants are: C(N(CC)CC)C.N1C=CC=CC=1.[CH2:14]([O:16][C:17]([C:19]1[NH:20][C:21]2[C:26]([C:27]=1[C:28]1[CH:33]=[CH:32][C:31]([O:34][CH:35]([CH3:37])[CH3:36])=[CH:30][CH:29]=1)=[CH:25][C:24]([C:38]1[CH:43]=[CH:42][C:41]([C:44]([CH3:47])([CH3:46])[CH3:45])=[CH:40][CH:39]=1)=[CH:23][CH:22]=2)=[O:18])[CH3:15].[CH:48]([O:51][C:52]1[CH:57]=[CH:56][C:55](B(O)O)=[CH:54][CH:53]=1)([CH3:50])[CH3:49].